This data is from NCI-60 drug combinations with 297,098 pairs across 59 cell lines. The task is: Regression. Given two drug SMILES strings and cell line genomic features, predict the synergy score measuring deviation from expected non-interaction effect. (1) Drug 1: C1CN1C2=NC(=NC(=N2)N3CC3)N4CC4. Drug 2: C1=CC(=CC=C1CCCC(=O)O)N(CCCl)CCCl. Cell line: HT29. Synergy scores: CSS=36.6, Synergy_ZIP=-12.6, Synergy_Bliss=-2.37, Synergy_Loewe=-20.5, Synergy_HSA=-1.41. (2) Drug 1: C1=CC(=C2C(=C1NCCNCCO)C(=O)C3=C(C=CC(=C3C2=O)O)O)NCCNCCO. Drug 2: CC1OCC2C(O1)C(C(C(O2)OC3C4COC(=O)C4C(C5=CC6=C(C=C35)OCO6)C7=CC(=C(C(=C7)OC)O)OC)O)O. Cell line: MALME-3M. Synergy scores: CSS=34.9, Synergy_ZIP=4.19, Synergy_Bliss=5.07, Synergy_Loewe=-1.46, Synergy_HSA=7.91. (3) Drug 1: CS(=O)(=O)OCCCCOS(=O)(=O)C. Drug 2: CC12CCC3C(C1CCC2OP(=O)(O)O)CCC4=C3C=CC(=C4)OC(=O)N(CCCl)CCCl.[Na+]. Cell line: OVCAR3. Synergy scores: CSS=10.0, Synergy_ZIP=-7.22, Synergy_Bliss=-7.41, Synergy_Loewe=-5.38, Synergy_HSA=-4.48.